Task: Predict which catalyst facilitates the given reaction.. Dataset: Catalyst prediction with 721,799 reactions and 888 catalyst types from USPTO (1) The catalyst class is: 2. Product: [C:28]([O:1][CH:2]1[O:6][C@H:5]2[CH2:7][C:8]([CH:10]=[O:11])=[CH:9][C@H:4]2[CH2:3]1)(=[O:35])[C:29]1[CH:34]=[CH:33][CH:32]=[CH:31][CH:30]=1. Reactant: [OH:1][CH:2]1[O:6][C@H:5]2[CH2:7][C:8]([CH:10]=[O:11])=[CH:9][C@H:4]2[CH2:3]1.CN(C1C=CC=CN=1)C.C(N(CC)CC)C.[C:28](Cl)(=[O:35])[C:29]1[CH:34]=[CH:33][CH:32]=[CH:31][CH:30]=1. (2) Reactant: [Cl:1][C:2]1[CH:7]=[CH:6][C:5]([S:8]([N:11]2[CH:19]3[CH2:20][CH2:21][CH2:22][CH:12]2[C:13]2[N:14]=[N:15][N:16](S(C4C=CC(Cl)=CC=4)(=O)=O)[C:17]=2[CH2:18]3)(=[O:10])=[O:9])=[CH:4][CH:3]=1.[OH-].[Na+]. Product: [Cl:1][C:2]1[CH:7]=[CH:6][C:5]([S:8]([N:11]2[CH:19]3[CH2:20][CH2:21][CH2:22][CH:12]2[C:13]2[N:14]=[N:15][NH:16][C:17]=2[CH2:18]3)(=[O:9])=[O:10])=[CH:4][CH:3]=1. The catalyst class is: 20.